From a dataset of Forward reaction prediction with 1.9M reactions from USPTO patents (1976-2016). Predict the product of the given reaction. (1) The product is: [C:18]1([N:13]2[C:12]([C:24]3[S:25][CH:26]=[CH:27][CH:28]=3)=[C:11]3[C:15]([CH2:16][CH2:17][NH:8][CH2:9][CH2:10]3)=[N:14]2)[CH:19]=[CH:20][CH:21]=[CH:22][CH:23]=1. Given the reactants C(OC([N:8]1[CH2:17][CH2:16][C:15]2[C:11](=[C:12]([C:24]3[S:25][CH:26]=[CH:27][CH:28]=3)[N:13]([C:18]3[CH:23]=[CH:22][CH:21]=[CH:20][CH:19]=3)[N:14]=2)[CH2:10][CH2:9]1)=O)(C)(C)C.C(OC(N1CCC2C(=C(OS(C(F)(F)F)(=O)=O)N(C3C=CC=CC=3)N=2)CC1)=O)(C)(C)C.C([O-])([O-])=O.[Na+].[Na+].S1C=CC=C1B(O)O, predict the reaction product. (2) Given the reactants Cl[C:2]1[N:7]=[C:6]([NH2:8])[N:5]=[C:4]([NH:9][CH2:10][CH2:11][C:12]2[CH:17]=[CH:16][C:15]([Cl:18])=[CH:14][CH:13]=2)[CH:3]=1.[CH3:19][C:20]1[C:24](B(O)O)=[C:23]([CH3:28])[O:22][N:21]=1, predict the reaction product. The product is: [Cl:18][C:15]1[CH:16]=[CH:17][C:12]([CH2:11][CH2:10][NH:9][C:4]2[CH:3]=[C:2]([C:24]3[C:20]([CH3:19])=[N:21][O:22][C:23]=3[CH3:28])[N:7]=[C:6]([NH2:8])[N:5]=2)=[CH:13][CH:14]=1. (3) Given the reactants [N+:1]([C:4]1[CH:31]=[C:8]([CH:9]=[N:10][C@H:11]([CH3:30])[C:12]([C:22]2[CH:27]=[CH:26][CH:25]=[CH:24][C:23]=2[O:28][CH3:29])([C:14]2[CH:19]=[CH:18][CH:17]=[CH:16][C:15]=2[O:20][CH3:21])[OH:13])[C:7]([OH:32])=[CH:6][CH:5]=1)([O-:3])=[O:2], predict the reaction product. The product is: [N+:1]([C:4]1[CH:31]=[C:8]([CH:9]=[N:10][CH:11]([CH3:30])[C:12]([C:14]2[CH:19]=[CH:18][CH:17]=[CH:16][C:15]=2[O:20][CH3:21])([C:22]2[CH:27]=[CH:26][CH:25]=[CH:24][C:23]=2[O:28][CH3:29])[OH:13])[C:7]([OH:32])=[CH:6][CH:5]=1)([O-:3])=[O:2]. (4) Given the reactants [F:1][C:2]1[CH:7]=[CH:6][CH:5]=[C:4]([N+:8]([O-:10])=[O:9])[C:3]=1[CH3:11].C[O:13]C(OC)N(C)C, predict the reaction product. The product is: [F:1][C:2]1[CH:7]=[CH:6][CH:5]=[C:4]([N+:8]([O-:10])=[O:9])[C:3]=1[CH:11]=[O:13]. (5) Given the reactants [CH3:1][C@H:2]1[CH2:7][CH2:6][C@H:5]([C:8]([N:10]([CH:25]2[CH2:30][CH2:29][NH:28][CH2:27][CH2:26]2)[C:11]2[S:12][C:13]([C:19]3[CH:24]=[CH:23][CH:22]=[CH:21][CH:20]=3)=[CH:14][C:15]=2[C:16]([OH:18])=[O:17])=[O:9])[CH2:4][CH2:3]1.[O:31]1[CH2:36][CH2:35][CH2:34][C:33](=O)[CH2:32]1, predict the reaction product. The product is: [CH3:1][C@H:2]1[CH2:3][CH2:4][C@H:5]([C:8]([N:10]([CH:25]2[CH2:26][CH2:27][N:28]([CH:33]3[CH2:34][CH2:35][CH2:36][O:31][CH2:32]3)[CH2:29][CH2:30]2)[C:11]2[S:12][C:13]([C:19]3[CH:20]=[CH:21][CH:22]=[CH:23][CH:24]=3)=[CH:14][C:15]=2[C:16]([OH:18])=[O:17])=[O:9])[CH2:6][CH2:7]1. (6) Given the reactants [N:1]1([C:8]([O:10][C:11]([CH3:14])([CH3:13])[CH3:12])=[O:9])[CH2:7][CH2:6][C@H:2]1[C:3]([OH:5])=O.CN(C(ON1N=NC2C=CC=CC1=2)=[N+](C)C)C.[B-](F)(F)(F)F.[NH2:37][CH2:38][C:39]1[CH:46]=[CH:45][C:42](C#N)=[C:41](F)[CH:40]=1, predict the reaction product. The product is: [N:1]1([C:8]([O:10][C:11]([CH3:14])([CH3:13])[CH3:12])=[O:9])[CH2:7][CH2:6][C@H:2]1[C:3]([NH:37][CH2:38][C:39]1[CH:46]=[CH:45][CH:42]=[CH:41][CH:40]=1)=[O:5]. (7) Given the reactants [O:1]1[CH2:5][CH2:4][CH2:3][C@@H:2]1[CH2:6][O:7][C:8]1[CH:9]=[C:10]([CH:27]=[C:28](B2OC(C)(C)C(C)(C)O2)[CH:29]=1)[CH2:11][O:12][C:13]1[CH:18]=[CH:17][CH:16]=[CH:15][C:14]=1[CH2:19][C:20]([O:22]C(C)(C)C)=[O:21].Br[C:40]1[C:41]([F:57])=[C:42]([CH:46]([NH:49]C(=O)OC(C)(C)C)[CH2:47][F:48])[CH:43]=[CH:44][CH:45]=1, predict the reaction product. The product is: [NH2:49][CH:46]([C:42]1[C:41]([F:57])=[C:40]([C:28]2[CH:29]=[C:8]([O:7][CH2:6][C@H:2]3[CH2:3][CH2:4][CH2:5][O:1]3)[CH:9]=[C:10]([CH2:11][O:12][C:13]3[CH:18]=[CH:17][CH:16]=[CH:15][C:14]=3[CH2:19][C:20]([OH:22])=[O:21])[CH:27]=2)[CH:45]=[CH:44][CH:43]=1)[CH2:47][F:48]. (8) Given the reactants [P:1]([O:8][CH2:9][CH3:10])([O:5][CH2:6][CH3:7])[O:2]CC.Br[CH2:12][C:13]1[CH:18]=[CH:17][C:16]([NH:19][C:20](=[O:25])[C:21]([F:24])([F:23])[F:22])=[CH:15][C:14]=1[C:26]([F:29])([F:28])[F:27], predict the reaction product. The product is: [CH2:9]([O:8][P:1]([CH2:12][C:13]1[CH:18]=[CH:17][C:16]([NH:19][C:20](=[O:25])[C:21]([F:24])([F:23])[F:22])=[CH:15][C:14]=1[C:26]([F:27])([F:28])[F:29])(=[O:2])[O:5][CH2:6][CH3:7])[CH3:10].